Dataset: CYP1A2 inhibition data for predicting drug metabolism from PubChem BioAssay. Task: Regression/Classification. Given a drug SMILES string, predict its absorption, distribution, metabolism, or excretion properties. Task type varies by dataset: regression for continuous measurements (e.g., permeability, clearance, half-life) or binary classification for categorical outcomes (e.g., BBB penetration, CYP inhibition). Dataset: cyp1a2_veith. (1) The drug is COc1cccc(NC(=S)N(CCc2nc3cc(C)c(C)cc3[nH]2)Cc2cccnc2)c1. The result is 1 (inhibitor). (2) The molecule is N=C(N)CCNC(=O)[C@@H]1CCC(N)=N1.O=S(=O)(O)O. The result is 0 (non-inhibitor). (3) The compound is COc1ccc(Oc2ncc3nc(-c4ccccc4)c(=O)n(C4CC4)c3n2)cc1. The result is 1 (inhibitor). (4) The compound is O=C(N[C@@H](Cc1ccccc1)C(=O)CCl)OCc1ccccc1. The result is 1 (inhibitor).